This data is from Tyrosyl-DNA phosphodiesterase HTS with 341,365 compounds. The task is: Binary Classification. Given a drug SMILES string, predict its activity (active/inactive) in a high-throughput screening assay against a specified biological target. The drug is O=C(NN\C=C1\c2c(N=C1)cccc2)CNc1ccc(cc1)C. The result is 0 (inactive).